This data is from Full USPTO retrosynthesis dataset with 1.9M reactions from patents (1976-2016). The task is: Predict the reactants needed to synthesize the given product. (1) Given the product [O:2]=[C:1]1[CH:23]2[CH2:22][C:21]3([NH:28][C:29](=[O:31])[CH3:30])[CH2:20][CH:19]([CH2:18][CH:25]([CH2:26]3)[O:4]1)[CH2:27]2, predict the reactants needed to synthesize it. The reactants are: [C:1]([O-:4])(O)=[O:2].[Na+].C1C=C(Cl)C=C(C(OO)=O)C=1.O=[C:18]1[CH:25]2[CH2:26][C:21]3([NH:28][C:29](=[O:31])[CH3:30])[CH2:22][CH:23]([CH2:27][CH:19]1[CH2:20]3)C2.S(=O)(=O)(O)[O-].[Na+]. (2) Given the product [Br:14][C:11]1[CH:10]=[CH:9][C:8]([N:5]2[C:4]3[C:15](=[O:17])[NH:20][C:21](=[O:22])[NH:2][C:3]=3[CH:7]=[CH:6]2)=[CH:13][CH:12]=1, predict the reactants needed to synthesize it. The reactants are: Cl.[NH2:2][C:3]1[CH:7]=[CH:6][N:5]([C:8]2[CH:13]=[CH:12][C:11]([Br:14])=[CH:10][CH:9]=2)[C:4]=1[C:15]([O:17]CC)=O.[NH2:20][C:21](N)=[O:22].